From a dataset of Reaction yield outcomes from USPTO patents with 853,638 reactions. Predict the reaction yield, written as a fraction of the theoretical maximum amount of product (1.0 means a 100% yield; for example, 0.34 means a 34% yield). (1) The reactants are [Cl:1][C:2]1[C:7]([Cl:8])=[CH:6][CH:5]=[CH:4][C:3]=1[CH2:9][N:10]1[C:14]2[CH:15]=[C:16]([N:22]3[CH2:27][CH2:26][O:25][CH2:24][CH2:23]3)[CH:17]=[C:18]([C:19]([NH2:21])=[O:20])[C:13]=2[N:12]=[C:11]1[CH3:28]. The catalyst is CN(C(OC)OC)C. The product is [Cl:1][C:2]1[C:7]([Cl:8])=[CH:6][CH:5]=[CH:4][C:3]=1[CH2:9][N:10]1[C:14]2[CH:15]=[C:16]([N:22]3[CH2:23][CH2:24][O:25][CH2:26][CH2:27]3)[CH:17]=[C:18]([C:19](/[N:21]=[CH:9]/[N:10]([CH3:14])[CH3:11])=[O:20])[C:13]=2[N:12]=[C:11]1[CH3:28]. The yield is 0.890. (2) The reactants are [CH2:1]([O:8][C:9]1[N:10]=[N:11][C:12](Cl)=[CH:13][C:14]=1[O:15][CH2:16][C:17]1[CH:22]=[CH:21][CH:20]=[CH:19][CH:18]=1)[C:2]1[CH:7]=[CH:6][CH:5]=[CH:4][CH:3]=1.O1CCOCC1.C(=O)([O-])[O-].[Cs+].[Cs+].CC1(C)C(C)(C)OB([C:44]([C:46]2[CH:51]=[CH:50][CH:49]=[CH:48][CH:47]=2)=[CH2:45])O1. The yield is 0.910. The product is [CH2:1]([O:8][C:9]1[N:10]=[N:11][C:12]([C:44]([C:46]2[CH:51]=[CH:50][CH:49]=[CH:48][CH:47]=2)=[CH2:45])=[CH:13][C:14]=1[O:15][CH2:16][C:17]1[CH:22]=[CH:21][CH:20]=[CH:19][CH:18]=1)[C:2]1[CH:7]=[CH:6][CH:5]=[CH:4][CH:3]=1. The catalyst is C([P+]([Pd](Cl)(Cl)[P+](C1C=CC(N(C)C)=CC=1)(C(C)(C)C)C(C)(C)C)(C(C)(C)C)C1C=CC(N(C)C)=CC=1)(C)(C)C.O. (3) The reactants are B1(C)[O:8]C(C2C=CC=CC=2)(C2C=CC=CC=2)[C@@H]2N1CCC2.[CH2:22]([O:24][C:25](=[O:47])[CH2:26][CH2:27][C:28]1[CH:33]=[CH:32][C:31]([O:34][C:35]2[CH:40]=[C:39]([CH3:41])[CH:38]=[C:37]([CH:42](N)[CH3:43])[CH:36]=2)=[CH:30][C:29]=1[CH2:45][CH3:46])[CH3:23]. The catalyst is C1(C)C=CC=CC=1. The product is [CH2:22]([O:24][C:25](=[O:47])[CH2:26][CH2:27][C:28]1[CH:33]=[CH:32][C:31]([O:34][C:35]2[CH:40]=[C:39]([CH3:41])[CH:38]=[C:37]([CH:42]([OH:8])[CH3:43])[CH:36]=2)=[CH:30][C:29]=1[CH2:45][CH3:46])[CH3:23]. The yield is 0.850. (4) The reactants are [N:1]1[C:9]2[C:4](=NC=C[CH:8]=2)N(O)N=1.[C:11]([O:15][C:16]([NH:18][CH2:19][C:20]([OH:22])=O)=[O:17])([CH3:14])([CH3:13])[CH3:12].C1(N)CC1.Cl.C(N=C=NCCCN(C)C)C. The catalyst is CN(C1C=CN=CC=1)C.CN(C=O)C.C(OCC)(=O)C. The product is [CH:9]1([NH:1][C:20](=[O:22])[CH2:19][NH:18][C:16](=[O:17])[O:15][C:11]([CH3:12])([CH3:13])[CH3:14])[CH2:4][CH2:8]1. The yield is 0.728. (5) The catalyst is COC(OC)N(C)C. The product is [Cl:30][C:31]1[CH:32]=[C:33]([N:37]2[C:1]([C:4]3[C:9](=[O:10])[C:8]([O:11][CH3:12])=[CH:7][N:6]([C:13]4[CH:18]=[CH:17][C:16]([N:19]5[CH:23]=[CH:22][CH:21]=[N:20]5)=[CH:15][C:14]=4[F:24])[N:5]=3)=[CH:2][CH:25]=[N:38]2)[CH:34]=[CH:35][CH:36]=1. The reactants are [C:1]([C:4]1[C:9](=[O:10])[C:8]([O:11][CH3:12])=[CH:7][N:6]([C:13]2[CH:18]=[CH:17][C:16]([N:19]3[CH:23]=[CH:22][CH:21]=[N:20]3)=[CH:15][C:14]=2[F:24])[N:5]=1)(=O)[CH3:2].[CH3:25]C(O)=O.Cl.[Cl:30][C:31]1[CH:32]=[C:33]([NH:37][NH2:38])[CH:34]=[CH:35][CH:36]=1. The yield is 0.440. (6) The reactants are [Cl:1][C:2]1[CH:7]=[CH:6][CH:5]=[CH:4][C:3]=1[N:8]1[C:12]([C:13]2[S:17][C:16]([C:18]3[CH:19]=[C:20]([CH:32]=[CH:33][CH:34]=3)[O:21][C:22]([CH3:31])([CH3:30])[C:23]([O:25]C(C)(C)C)=[O:24])=[CH:15][CH:14]=2)=[CH:11][C:10]([C:35]([F:38])([F:37])[F:36])=[N:9]1.C(O)=O. The catalyst is ClCCl. The product is [Cl:1][C:2]1[CH:7]=[CH:6][CH:5]=[CH:4][C:3]=1[N:8]1[C:12]([C:13]2[S:17][C:16]([C:18]3[CH:19]=[C:20]([CH:32]=[CH:33][CH:34]=3)[O:21][C:22]([CH3:31])([CH3:30])[C:23]([OH:25])=[O:24])=[CH:15][CH:14]=2)=[CH:11][C:10]([C:35]([F:38])([F:36])[F:37])=[N:9]1. The yield is 0.510.